From a dataset of Forward reaction prediction with 1.9M reactions from USPTO patents (1976-2016). Predict the product of the given reaction. (1) Given the reactants [NH2:1][C:2]1[C:6]([C:7]([O:9][CH2:10][CH3:11])=[O:8])=[CH:5][NH:4][N:3]=1.C([O:14][CH:15]=[CH:16][C:17](OCC)=O)C.C(=O)([O-])[O-].[Cs+].[Cs+].O, predict the reaction product. The product is: [OH:14][C:15]1[CH:16]=[CH:17][N:3]2[N:4]=[CH:5][C:6]([C:7]([O:9][CH2:10][CH3:11])=[O:8])=[C:2]2[N:1]=1. (2) The product is: [O:27]1[C:31]2[CH:32]=[CH:33][C:34]([C:36]3[N:40]=[C:39]([CH3:41])[N:38]([CH2:42][CH2:43][C:44]([NH:47][CH2:21][CH:20]([C:11]4[C:12]5[O:17][CH2:16][C:15](=[O:18])[NH:14][C:13]=5[CH:19]=[C:9]([OH:8])[CH:10]=4)[OH:26])([CH3:45])[CH3:46])[N:37]=3)=[CH:35][C:30]=2[O:29][CH2:28]1. Given the reactants C([O:8][C:9]1[CH:10]=[C:11]([C:20](=[O:26])[CH:21](OCC)O)[C:12]2[O:17][CH2:16][C:15](=[O:18])[NH:14][C:13]=2[CH:19]=1)C1C=CC=CC=1.[O:27]1[C:31]2[CH:32]=[CH:33][C:34]([C:36]3[N:40]=[C:39]([CH3:41])[N:38]([CH2:42][CH2:43][C:44]([NH2:47])([CH3:46])[CH3:45])[N:37]=3)=[CH:35][C:30]=2[O:29][CH2:28]1, predict the reaction product. (3) Given the reactants COC(=O)C(C1C=CC(S)=C(OC)C=1)(C)C.[CH3:17][O:18][C:19](=[O:36])[CH2:20][N:21]1[C:30]2[C:25](=[CH:26][C:27]([S:31](Cl)(=O)=O)=[CH:28][CH:29]=2)[CH2:24][CH2:23][C:22]1=[O:35], predict the reaction product. The product is: [CH3:17][O:18][C:19](=[O:36])[CH2:20][N:21]1[C:30]2[C:25](=[CH:26][C:27]([SH:31])=[CH:28][CH:29]=2)[CH2:24][CH2:23][C:22]1=[O:35]. (4) Given the reactants [O:1]=[C:2]1[NH:7][C:6]2[CH:8]=[C:9]([C:12]3[CH:13]([C:25]4[CH:30]=[CH:29][CH:28]=[CH:27][CH:26]=4)[S:14][C:15]4[C:20]([CH:21]=3)=[CH:19][CH:18]=[C:17]([C:22](O)=[O:23])[CH:16]=4)[CH:10]=[CH:11][C:5]=2[O:4][CH2:3]1.[CH3:31][NH2:32], predict the reaction product. The product is: [CH3:31][NH:32][C:22]([C:17]1[CH:16]=[C:15]2[C:20]([CH:21]=[C:12]([C:9]3[CH:10]=[CH:11][C:5]4[O:4][CH2:3][C:2](=[O:1])[NH:7][C:6]=4[CH:8]=3)[CH:13]([C:25]3[CH:26]=[CH:27][CH:28]=[CH:29][CH:30]=3)[S:14]2)=[CH:19][CH:18]=1)=[O:23]. (5) Given the reactants [CH3:1][O:2][C:3](=[O:53])[C@@H:4]([NH:20][C:21]([CH:23]1[CH2:32][C:31]2[CH:30]=[C:29]3[O:33][CH2:34][C@H:35]([C:37]4[CH:42]=[CH:41][C:40]([O:43][CH2:44][C:45]5[CH:50]=[CH:49][C:48]([Cl:51])=[C:47]([Cl:52])[CH:46]=5)=[CH:39][CH:38]=4)[O:36][C:28]3=[CH:27][C:26]=2[CH2:25][NH:24]1)=[O:22])[CH2:5][C:6]1[CH:11]=[CH:10][C:9]([C:12]2[CH:17]=[CH:16][C:15]([C:18]#[N:19])=[CH:14][CH:13]=2)=[CH:8][CH:7]=1.[CH3:54][N:55]1[CH:59]=[CH:58][C:57]([CH:60]=O)=[N:56]1, predict the reaction product. The product is: [CH3:1][O:2][C:3](=[O:53])[C@@H:4]([NH:20][C:21]([CH:23]1[CH2:32][C:31]2[CH:30]=[C:29]3[O:33][CH2:34][C@H:35]([C:37]4[CH:42]=[CH:41][C:40]([O:43][CH2:44][C:45]5[CH:50]=[CH:49][C:48]([Cl:51])=[C:47]([Cl:52])[CH:46]=5)=[CH:39][CH:38]=4)[O:36][C:28]3=[CH:27][C:26]=2[CH2:25][N:24]1[CH2:60][C:57]1[CH:58]=[CH:59][N:55]([CH3:54])[N:56]=1)=[O:22])[CH2:5][C:6]1[CH:11]=[CH:10][C:9]([C:12]2[CH:13]=[CH:14][C:15]([C:18]#[N:19])=[CH:16][CH:17]=2)=[CH:8][CH:7]=1. (6) Given the reactants [C:1](Cl)(=[O:6])[C:2]([CH3:5])([CH3:4])[CH3:3].[O:8]=[C:9]1[NH:13][C:12](=[O:14])[CH:11]([CH2:15][C:16]2[CH:26]=[CH:25][C:19]([O:20][CH2:21][C:22]([OH:24])=[O:23])=[CH:18][CH:17]=2)[S:10]1.C(N(CCCC)CCCC)CCC, predict the reaction product. The product is: [O:8]=[C:9]1[NH:13][C:12](=[O:14])[CH:11]([CH2:15][C:16]2[CH:26]=[CH:25][C:19]([O:20][CH2:21][C:22]([OH:24])=[O:23])=[CH:18][CH:17]=2)[S:10]1.[C:1]([OH:6])(=[O:8])[C:2]([CH3:5])([CH3:4])[CH3:3].